This data is from Forward reaction prediction with 1.9M reactions from USPTO patents (1976-2016). The task is: Predict the product of the given reaction. (1) Given the reactants [Cl:1][C:2]1[CH:7]=[CH:6][C:5]([C:8]2[C:9]([CH:14]=O)=[CH:10][CH:11]=[CH:12][CH:13]=2)=[CH:4][CH:3]=1.[N:16]1([C:22]([O:24][C:25]([CH3:28])([CH3:27])[CH3:26])=[O:23])[CH2:21][CH2:20][NH:19][CH2:18][CH2:17]1.C(O[BH-](OC(=O)C)OC(=O)C)(=O)C.[Na+].CO, predict the reaction product. The product is: [Cl:1][C:2]1[CH:3]=[CH:4][C:5]([C:8]2[CH:13]=[CH:12][CH:11]=[CH:10][C:9]=2[CH2:14][N:19]2[CH2:18][CH2:17][N:16]([C:22]([O:24][C:25]([CH3:28])([CH3:27])[CH3:26])=[O:23])[CH2:21][CH2:20]2)=[CH:6][CH:7]=1. (2) Given the reactants Br[C:2]([F:10])([F:9])[C:3]([F:8])([F:7])[CH2:4][CH2:5][OH:6].[S:11](S([O-])=O)([O-:13])=[O:12].[Na+].[Na+].[CH2:19]([N:21]([CH2:24][CH3:25])[CH2:22][CH3:23])[CH3:20].Cl, predict the reaction product. The product is: [F:9][C:2]([F:10])([S:11]([O-:13])=[O:12])[C:3]([F:8])([F:7])[CH2:4][CH2:5][OH:6].[CH2:19]([NH+:21]([CH2:24][CH3:25])[CH2:22][CH3:23])[CH3:20]. (3) Given the reactants [Cl:1][C:2]1[CH:32]=[CH:31][C:5]([CH2:6][N:7]2[C:15]3[C:10](=[CH:11][C:12](/[CH:16]=[C:17]4/[C:18](=[O:30])[N:19]([C@H:23]5[CH2:28][CH2:27][NH:26][CH2:25][C@H:24]5[F:29])[C:20](=[O:22])[S:21]/4)=[CH:13][CH:14]=3)[CH:9]=[N:8]2)=[C:4]([C:33]([F:36])([F:35])[F:34])[CH:3]=1.[CH:37](=O)[CH3:38], predict the reaction product. The product is: [Cl:1][C:2]1[CH:32]=[CH:31][C:5]([CH2:6][N:7]2[C:15]3[C:10](=[CH:11][C:12](/[CH:16]=[C:17]4/[C:18](=[O:30])[N:19]([C@H:23]5[CH2:28][CH2:27][N:26]([CH2:37][CH3:38])[CH2:25][C@H:24]5[F:29])[C:20](=[O:22])[S:21]/4)=[CH:13][CH:14]=3)[CH:9]=[N:8]2)=[C:4]([C:33]([F:36])([F:35])[F:34])[CH:3]=1.